This data is from Forward reaction prediction with 1.9M reactions from USPTO patents (1976-2016). The task is: Predict the product of the given reaction. (1) Given the reactants [C:1]([O:4][CH2:5][CH2:6][N:7]([CH2:27][CH2:28][CH2:29][CH2:30][N:31]([CH2:35][CH2:36][CH3:37])[CH2:32][CH2:33][CH3:34])[CH2:8][C:9]1[CH:14]=[CH:13][C:12]([CH2:15][N:16]=CC2C=CC=C([N+]([O-])=O)C=2)=[CH:11][CH:10]=1)(=[O:3])[CH3:2].Cl, predict the reaction product. The product is: [C:1]([O:4][CH2:5][CH2:6][N:7]([CH2:8][C:9]1[CH:14]=[CH:13][C:12]([CH2:15][NH2:16])=[CH:11][CH:10]=1)[CH2:27][CH2:28][CH2:29][CH2:30][N:31]([CH2:32][CH2:33][CH3:34])[CH2:35][CH2:36][CH3:37])(=[O:3])[CH3:2]. (2) The product is: [CH3:8][C:9]1([CH3:30])[CH2:15][O:14][C:13]2[CH:16]=[C:17](/[CH:20]=[CH:21]/[C:22]([OH:24])=[O:23])[CH:18]=[N:19][C:12]=2[NH:11][C:10]1=[O:29]. Given the reactants C(O)(C(F)(F)F)=O.[CH3:8][C:9]1([CH3:30])[CH2:15][O:14][C:13]2[CH:16]=[C:17](/[CH:20]=[CH:21]/[C:22]([O:24]C(C)(C)C)=[O:23])[CH:18]=[N:19][C:12]=2[NH:11][C:10]1=[O:29], predict the reaction product. (3) The product is: [C:7]([C:6]1[C:2](/[N:1]=[CH:14]/[N:15]([CH3:17])[CH3:16])=[C:3]([C:9]([O:11][CH2:12][CH3:13])=[O:10])[NH:4][CH:5]=1)#[N:8]. Given the reactants [NH2:1][C:2]1[C:6]([C:7]#[N:8])=[CH:5][NH:4][C:3]=1[C:9]([O:11][CH2:12][CH3:13])=[O:10].[CH3:14][N:15]([CH:17](OC)OC)[CH3:16], predict the reaction product. (4) Given the reactants [O:1]=[C:2]([C:9]1[O:10][C:11]([C:14]2[CH:19]=[CH:18][CH:17]=[CH:16][N:15]=2)=[CH:12][N:13]=1)[CH2:3][CH2:4][CH2:5][CH2:6][C:7]#[CH:8].[Cl:20][C:21]1[CH:26]=[CH:25][CH:24]=[C:23](I)[C:22]=1[Cl:28], predict the reaction product. The product is: [O:1]=[C:2]([C:9]1[O:10][C:11]([C:14]2[CH:19]=[CH:18][CH:17]=[CH:16][N:15]=2)=[CH:12][N:13]=1)[CH2:3][CH2:4][CH2:5][CH2:6][C:7]#[C:8][C:23]1[CH:24]=[CH:25][CH:26]=[C:21]([Cl:20])[C:22]=1[Cl:28]. (5) The product is: [CH2:1]([O:3][C:4]1[CH:9]=[C:8]([CH2:10][CH3:11])[C:7]([CH2:12][C:14]2[N:15]=[CH:16][NH:17][CH:18]=2)=[C:6]([CH2:38][CH3:39])[CH:5]=1)[CH3:2]. Given the reactants [CH2:1]([O:3][C:4]1[CH:9]=[C:8]([CH2:10][CH3:11])[C:7]([CH:12]([C:14]2[N:15]=[CH:16][N:17](C(C3C=CC=CC=3)(C3C=CC=CC=3)C3C=CC=CC=3)[CH:18]=2)O)=[C:6]([CH2:38][CH3:39])[CH:5]=1)[CH3:2].C([SiH](CC)CC)C.FC(F)(F)C(O)=O, predict the reaction product.